Dataset: Full USPTO retrosynthesis dataset with 1.9M reactions from patents (1976-2016). Task: Predict the reactants needed to synthesize the given product. (1) Given the product [CH3:35][O:34][C@@H:45]([C@@H:9]([N:13]1[C:14](=[O:23])[C:15]2=[CH:22][CH:21]=[CH:20][CH:19]=[C:16]2[C:17]1=[O:18])[CH2:2][CH:3]([CH3:4])[CH3:8])[C:39]1[CH:44]=[CH:43][CH:42]=[CH:41][CH:40]=1, predict the reactants needed to synthesize it. The reactants are: O[C@@H:2]([C@@:9](C)([N:13]1[C:17](=[O:18])[C:16]2=[CH:19][CH:20]=[CH:21][CH:22]=[C:15]2[C:14]1=[O:23])CCC)[C:3]1[CH:8]=CC=C[CH:4]=1.C1(C)C=CC(S([O:34][CH3:35])(=O)=O)=CC=1.[H-].[Na+].[C:39]1([CH3:45])[CH:44]=[CH:43][CH:42]=[CH:41][CH:40]=1. (2) Given the product [N+:8]([C:11]1[CH:16]=[CH:15][C:14]([S:17]([NH:37][C@H:34]2[CH2:33][CH2:32][C@H:31]([N:28]3[CH2:27][CH2:26][N:25]([CH2:24][CH:21]4[CH2:22][CH2:23]4)[CH2:30][CH2:29]3)[CH2:36][CH2:35]2)(=[O:19])=[O:18])=[CH:13][CH:12]=1)([O-:10])=[O:9], predict the reactants needed to synthesize it. The reactants are: C(N(CC)CC)C.[N+:8]([C:11]1[CH:16]=[CH:15][C:14]([S:17](Cl)(=[O:19])=[O:18])=[CH:13][CH:12]=1)([O-:10])=[O:9].[CH:21]1([CH2:24][N:25]2[CH2:30][CH2:29][N:28]([C@H:31]3[CH2:36][CH2:35][C@H:34]([NH2:37])[CH2:33][CH2:32]3)[CH2:27][CH2:26]2)[CH2:23][CH2:22]1.